From a dataset of Peptide-MHC class II binding affinity with 134,281 pairs from IEDB. Regression. Given a peptide amino acid sequence and an MHC pseudo amino acid sequence, predict their binding affinity value. This is MHC class II binding data. (1) The peptide sequence is DKGPGFVVTGRVYCD. The MHC is HLA-DQA10501-DQB10201 with pseudo-sequence HLA-DQA10501-DQB10201. The binding affinity (normalized) is 0.220. (2) The MHC is HLA-DPA10103-DPB10301 with pseudo-sequence HLA-DPA10103-DPB10301. The binding affinity (normalized) is 0. The peptide sequence is KVPPGPNITATYGDK. (3) The peptide sequence is AYKKVWRDHRGTI. The MHC is H-2-IAb with pseudo-sequence H-2-IAb. The binding affinity (normalized) is 0.0141.